Dataset: Catalyst prediction with 721,799 reactions and 888 catalyst types from USPTO. Task: Predict which catalyst facilitates the given reaction. (1) Reactant: C([O:8][C:9]1[CH:14]=[CH:13][CH:12]=[CH:11][C:10]=1[C:15]1[N:16]([CH2:28][CH2:29][C:30]2[CH:35]=[CH:34][CH:33]=[CH:32][CH:31]=2)[C:17](=[O:27])[C:18]2[C:24]([O:25][CH3:26])=[N:23][CH:22]=[CH:21][C:19]=2[N:20]=1)C1C=CC=CC=1. Product: [OH:8][C:9]1[CH:14]=[CH:13][CH:12]=[CH:11][C:10]=1[C:15]1[N:16]([CH2:28][CH2:29][C:30]2[CH:35]=[CH:34][CH:33]=[CH:32][CH:31]=2)[C:17](=[O:27])[C:18]2[C:24]([O:25][CH3:26])=[N:23][CH:22]=[CH:21][C:19]=2[N:20]=1. The catalyst class is: 19. (2) Reactant: FC(F)(F)C(O)=O.[NH2:8][C:9]1[N:17]=[CH:16][N:15]=[C:14]2[C:10]=1[N:11]=[CH:12][N:13]2[C@H:18]1[C@@H:22]2[O:23]C(C)(C)[O:25][C@@H:21]2[C@H:20]([CH2:28][N:29]([CH3:47])[CH2:30][CH2:31][CH2:32][NH:33][C:34]([NH:36][C:37]2[CH:42]=[CH:41][C:40]([C:43]([CH3:46])([CH3:45])[CH3:44])=[CH:39][CH:38]=2)=[O:35])[CH2:19]1.[ClH:48].CC#N. Product: [ClH:48].[NH2:8][C:9]1[N:17]=[CH:16][N:15]=[C:14]2[C:10]=1[N:11]=[CH:12][N:13]2[C@@H:18]1[CH2:19][C@@H:20]([CH2:28][N:29]([CH3:47])[CH2:30][CH2:31][CH2:32][NH:33][C:34]([NH:36][C:37]2[CH:38]=[CH:39][C:40]([C:43]([CH3:45])([CH3:46])[CH3:44])=[CH:41][CH:42]=2)=[O:35])[C@@H:21]([OH:25])[C@H:22]1[OH:23]. The catalyst class is: 24. (3) Reactant: [Cl:1][C:2]1[CH:3]=[C:4]([C:8]2[C:13]([O:14][CH3:15])=[CH:12][CH:11]=[C:10]([CH2:16][C:17]3[CH:22]=[CH:21][N:20]=[C:19]([N:23]4[CH2:28][CH2:27][NH:26][CH2:25][CH2:24]4)[CH:18]=3)[C:9]=2[F:29])[CH:5]=[CH:6][CH:7]=1.FC(F)(F)[C:32]([OH:34])=[O:33]. Product: [C:4]([O:34][C:32]([N:26]1[CH2:27][CH2:28][N:23]([C:19]2[CH:18]=[C:17]([CH2:16][C:10]3[C:9]([F:29])=[C:8]([C:4]4[CH:5]=[CH:6][CH:7]=[C:2]([Cl:1])[CH:3]=4)[C:13]([O:14][CH3:15])=[CH:12][CH:11]=3)[CH:22]=[CH:21][N:20]=2)[CH2:24][CH2:25]1)=[O:33])([CH3:8])([CH3:5])[CH3:3]. The catalyst class is: 4. (4) Reactant: [NH2:1][CH2:2][C:3]1[C:4]([CH2:20][CH:21]([CH3:23])[CH3:22])=[N:5][C:6]([CH3:19])=[C:7]([C:11]=1[C:12]1[CH:17]=[CH:16][C:15]([CH3:18])=[CH:14][CH:13]=1)[C:8]([OH:10])=[O:9].[C:24]([NH2:28])([CH3:27])([CH3:26])[CH3:25]. Product: [C:24]([NH2:28])([CH3:27])([CH3:26])[CH3:25].[NH2:1][CH2:2][C:3]1[C:4]([CH2:20][CH:21]([CH3:23])[CH3:22])=[N:5][C:6]([CH3:19])=[C:7]([C:11]=1[C:12]1[CH:17]=[CH:16][C:15]([CH3:18])=[CH:14][CH:13]=1)[C:8]([OH:10])=[O:9]. The catalyst class is: 192. (5) Reactant: C(O)C(O)C[O:36][CH2:37][CH:38]([OH:41])[CH2:39][O:40]CC(O)C[O:36][CH2:37][CH:38]([OH:41])[CH2:39][O:40]CC(O)C[O:36][CH2:37][CH:38]([OH:41])[CH2:39][O:40]CC(O)C[O:36][CH2:37][CH:38]([OH:41])[CH2:39][O:40]CC(O)C[O:36][CH2:37][CH:38]([OH:41])[CH2:39][OH:40].[C:52]([OH:63])(=[O:62])[CH2:53][CH2:54][CH2:55][CH2:56][CH2:57][CH2:58][CH2:59][CH2:60][CH3:61].S(=O)(=O)(O)O. Product: [CH2:54]([CH:53]([CH2:52][CH2:53][CH2:54][CH2:55][CH2:56][CH2:39][CH2:38][CH3:37])[C:52]([OH:63])=[O:62])[CH2:55][CH2:56][CH2:57][CH2:58][CH2:59][CH2:60][CH2:61][CH2:57][CH2:58][CH2:59][CH3:60].[OH:36][CH2:37][CH:38]([CH2:39][OH:40])[OH:41].[OH:36][CH2:37][CH:38]([CH2:39][OH:40])[OH:41].[OH:36][CH2:37][CH:38]([CH2:39][OH:40])[OH:41].[OH:36][CH2:37][CH:38]([CH2:39][OH:40])[OH:41].[OH:36][CH2:37][CH:38]([CH2:39][OH:40])[OH:41].[OH:36][CH2:37][CH:38]([CH2:39][OH:40])[OH:41].[OH:36][CH2:37][CH:38]([CH2:39][OH:40])[OH:41].[OH:36][CH2:37][CH:38]([CH2:39][OH:40])[OH:41].[OH:36][CH2:37][CH:38]([CH2:39][OH:40])[OH:41].[OH:36][CH2:37][CH:38]([CH2:39][OH:40])[OH:41]. The catalyst class is: 1. (6) Reactant: [CH2:1]([O:3][C:4]([C:6]1[CH:7]=[C:8]2[C:13](=[CH:14][CH:15]=1)[NH:12][CH:11]([C:16]1[CH:21]=[CH:20][CH:19]=C(NC)[CH:17]=1)[C:10]([CH3:25])([CH3:24])[CH2:9]2)=[O:5])[CH3:2].[N:26]1[CH:31]=CC=C[CH:27]=1.[CH3:32][N:33]([CH3:37])[C:34](Cl)=[O:35]. Product: [CH2:1]([O:3][C:4]([C:6]1[CH:7]=[C:8]2[C:13](=[CH:14][CH:15]=1)[NH:12][CH:11]([C:16]1[CH:21]=[CH:20][CH:19]=[C:32]([N:33]([CH3:37])[C:34]([N:26]([CH3:31])[CH3:27])=[O:35])[CH:17]=1)[C:10]([CH3:24])([CH3:25])[CH2:9]2)=[O:5])[CH3:2]. The catalyst class is: 4. (7) Reactant: [CH3:1][N:2]1[N:18]=[CH:17][C:16]2[NH:15][C:14](=[O:19])[C@H:13]([CH3:20])[CH:12]=[CH:11][CH2:10][C@H:9]([NH:21][C:22](=[O:28])[O:23][C:24]([CH3:27])([CH3:26])[CH3:25])[C:8]3[CH:29]=[C:4]([CH:5]=[CH:6][CH:7]=3)[C:3]1=2. Product: [CH3:1][N:2]1[N:18]=[CH:17][C:16]2[NH:15][C:14](=[O:19])[C@H:13]([CH3:20])[CH2:12][CH2:11][CH2:10][C@H:9]([NH:21][C:22](=[O:28])[O:23][C:24]([CH3:26])([CH3:25])[CH3:27])[C:8]3[CH:29]=[C:4]([CH:5]=[CH:6][CH:7]=3)[C:3]1=2. The catalyst class is: 14. (8) Reactant: [O:1]=[C:2]1[C:10]2[C:5](=[CH:6][CH:7]=[CH:8][CH:9]=2)[C:4](=[O:11])[N:3]1[CH2:12][CH2:13][CH:14]1[C:22]2[C:17](=[CH:18][CH:19]=[CH:20][CH:21]=2)[N:16]([C:23]([O:25][C:26]([CH3:29])([CH3:28])[CH3:27])=[O:24])[C:15]1=[O:30].[C:31](=O)([O-])[O-].[K+].[K+].IC.O. Product: [O:11]=[C:4]1[C:5]2[C:10](=[CH:9][CH:8]=[CH:7][CH:6]=2)[C:2](=[O:1])[N:3]1[CH2:12][CH2:13][C:14]1([CH3:31])[C:22]2[C:17](=[CH:18][CH:19]=[CH:20][CH:21]=2)[N:16]([C:23]([O:25][C:26]([CH3:27])([CH3:29])[CH3:28])=[O:24])[C:15]1=[O:30]. The catalyst class is: 3. (9) Reactant: C(=O)([O-])[O-].[K+].[K+].C(B([CH2:12][CH3:13])CC)C.[Br:14][C:15]1[C:16](I)=[C:17]2[CH:23]=[CH:22][N:21]([S:24]([C:27]3[CH:32]=[CH:31][C:30]([CH3:33])=[CH:29][CH:28]=3)(=[O:26])=[O:25])[C:18]2=[N:19][CH:20]=1. Product: [Br:14][C:15]1[C:16]([CH2:12][CH3:13])=[C:17]2[CH:23]=[CH:22][N:21]([S:24]([C:27]3[CH:32]=[CH:31][C:30]([CH3:33])=[CH:29][CH:28]=3)(=[O:25])=[O:26])[C:18]2=[N:19][CH:20]=1. The catalyst class is: 9.